Dataset: Full USPTO retrosynthesis dataset with 1.9M reactions from patents (1976-2016). Task: Predict the reactants needed to synthesize the given product. (1) Given the product [C:1]1([CH3:18])[CH:2]=[CH:3][C:4]([S:7]([N:10]([C:26]([O:25][C:21]([CH3:24])([CH3:23])[CH3:22])=[O:27])[C@@H:11]2[CH2:16][CH2:15][CH2:14][CH2:13][C@H:12]2[NH2:17])(=[O:8])=[O:9])=[CH:5][CH:6]=1, predict the reactants needed to synthesize it. The reactants are: [C:1]1([CH3:18])[CH:6]=[CH:5][C:4]([S:7]([NH:10][C@@H:11]2[CH2:16][CH2:15][CH2:14][CH2:13][C@H:12]2[NH2:17])(=[O:9])=[O:8])=[CH:3][CH:2]=1.[OH-].[Na+].[C:21]([O:25][C:26](O[C:26]([O:25][C:21]([CH3:24])([CH3:23])[CH3:22])=[O:27])=[O:27])([CH3:24])([CH3:23])[CH3:22]. (2) Given the product [NH2:9][C:6]1[N:7]=[CH:8][C:3]([C:1]#[C:2][C:40]2[CH:39]=[CH:38][C:37]([F:43])=[C:36]([CH:41]=2)[C:35]([NH:34][C:25]2[CH:26]=[C:27]([C:30]([F:31])([F:32])[F:33])[CH:28]=[CH:29][C:24]=2[N:20]2[CH2:21][CH2:22][CH2:23][C@@H:18]([O:17][Si:10]([C:13]([CH3:14])([CH3:15])[CH3:16])([CH3:11])[CH3:12])[CH2:19]2)=[O:44])=[CH:4][N:5]=1, predict the reactants needed to synthesize it. The reactants are: [C:1]([C:3]1[CH:4]=[N:5][C:6]([NH2:9])=[N:7][CH:8]=1)#[CH:2].[Si:10]([O:17][C@@H:18]1[CH2:23][CH2:22][CH2:21][N:20]([C:24]2[CH:29]=[CH:28][C:27]([C:30]([F:33])([F:32])[F:31])=[CH:26][C:25]=2[NH:34][C:35](=[O:44])[C:36]2[CH:41]=[C:40](I)[CH:39]=[CH:38][C:37]=2[F:43])[CH2:19]1)([C:13]([CH3:16])([CH3:15])[CH3:14])([CH3:12])[CH3:11].C(N(CC)CC)C. (3) Given the product [Cl:16][CH2:15][CH2:14][CH2:13][O:12][C:7]1[CH:6]=[C:5]2[C:4]([C:3]([OH:2])=[N:21][CH:20]=[N:17]2)=[CH:9][C:8]=1[O:10][CH3:11], predict the reactants needed to synthesize it. The reactants are: C[O:2][C:3](=O)[C:4]1[CH:9]=[C:8]([O:10][CH3:11])[C:7]([O:12][CH2:13][CH2:14][CH2:15][Cl:16])=[CH:6][C:5]=1[NH2:17].Cl.[CH:20](N)=[NH:21]. (4) Given the product [CH3:1][O:2][C:3]1[CH:4]=[CH:5][C:6]([CH2:7][N:8]2[N:12]=[N:11][C:10]([C:13]3[CH:14]=[C:15]([CH2:16][OH:17])[CH:19]=[CH:20][CH:21]=3)=[N:9]2)=[CH:22][CH:23]=1, predict the reactants needed to synthesize it. The reactants are: [CH3:1][O:2][C:3]1[CH:23]=[CH:22][C:6]([CH2:7][N:8]2[N:12]=[N:11][C:10]([C:13]3[CH:14]=[C:15]([CH:19]=[CH:20][CH:21]=3)[C:16](Cl)=[O:17])=[N:9]2)=[CH:5][CH:4]=1.[H-].[Al+3].[Li+].[H-].[H-].[H-].Cl. (5) Given the product [Br:1][C:2]1[CH:3]=[CH:4][CH:5]=[C:6]2[C:11]=1[CH2:10][N:9]([C:12]([O:14][C:15]([CH3:18])([CH3:17])[CH3:16])=[O:13])[CH2:8][CH:7]2[F:33], predict the reactants needed to synthesize it. The reactants are: [Br:1][C:2]1[CH:3]=[CH:4][CH:5]=[C:6]2[C:11]=1[CH2:10][N:9]([C:12]([O:14][C:15]([CH3:18])([CH3:17])[CH3:16])=[O:13])[CH2:8][CH:7]2O.C(=O)=O.CC(C)=O.CCN(S(F)(F)[F:33])CC. (6) Given the product [OH:28][C@@:21]1([C:19]#[C:20][C:2]2[CH:3]=[C:4]([C:8]3[N:9]=[C:10]([C:16]([NH2:18])=[O:17])[N:11]4[CH2:15][CH2:14][NH:13][C:12]=34)[CH:5]=[CH:6][CH:7]=2)[CH2:25][CH2:24][N:23]([CH3:26])[C:22]1=[O:27], predict the reactants needed to synthesize it. The reactants are: Br[C:2]1[CH:3]=[C:4]([C:8]2[N:9]=[C:10]([C:16]([NH2:18])=[O:17])[N:11]3[CH2:15][CH2:14][NH:13][C:12]=23)[CH:5]=[CH:6][CH:7]=1.[C:19]([C@:21]1([OH:28])[CH2:25][CH2:24][N:23]([CH3:26])[C:22]1=[O:27])#[CH:20]. (7) Given the product [CH2:1]([O:4][CH2:7][CH2:8][N:9]1[CH2:13][CH2:12][CH2:11][CH2:10]1)[C:2]#[CH:3], predict the reactants needed to synthesize it. The reactants are: [CH2:1]([OH:4])[C:2]#[CH:3].Cl.Cl[CH2:7][CH2:8][N:9]1[CH2:13][CH2:12][CH2:11][CH2:10]1.[OH-].[Na+].